From a dataset of Forward reaction prediction with 1.9M reactions from USPTO patents (1976-2016). Predict the product of the given reaction. (1) Given the reactants [Cl:1][C:2]1[CH:3]=[C:4]([C:9]2[C:22]([O:23][CH3:24])=[CH:21][C:12]([C:13]([NH:15][S:16]([CH2:19][CH3:20])(=[O:18])=[O:17])=[O:14])=[C:11](F)[CH:10]=2)[CH:5]=[N:6][C:7]=1F.C(=O)([O-])[O-].[Cs+].[Cs+].[F:32][C:33]1[C:38]([F:39])=[CH:37][CH:36]=[C:35]([F:40])[C:34]=1[OH:41], predict the reaction product. The product is: [Cl:1][C:2]1[CH:3]=[C:4]([C:9]2[CH:10]=[CH:11][C:12]([C:13]([NH:15][S:16]([CH2:19][CH3:20])(=[O:18])=[O:17])=[O:14])=[CH:21][C:22]=2[O:23][CH3:24])[CH:5]=[N:6][C:7]=1[O:41][C:34]1[C:35]([F:40])=[CH:36][CH:37]=[C:38]([F:39])[C:33]=1[F:32]. (2) The product is: [CH3:17][N:16]([CH:15]=[N:14][C:10]1[CH:9]=[C:8]2[C:13](=[CH:12][CH:11]=1)[N:5]([CH2:4][C:3](=[N:22][O:23][CH3:24])[CH2:2][O:35][C:30]1[CH:32]=[CH:33][C:27]([O:26][CH3:25])=[CH:28][CH:29]=1)[CH:6]=[C:7]2[C:19]([NH2:21])=[O:20])[CH3:18]. Given the reactants Cl[CH2:2][C:3](=[N:22][O:23][CH3:24])[CH2:4][N:5]1[C:13]2[C:8](=[CH:9][C:10]([N:14]=[CH:15][N:16]([CH3:18])[CH3:17])=[CH:11][CH:12]=2)[C:7]([C:19]([NH2:21])=[O:20])=[CH:6]1.[CH3:25][O:26][C:27]1[CH:33]=[CH:32][C:30](N)=[CH:29][CH:28]=1.C(=O)([O-])[O-:35].[Na+].[Na+], predict the reaction product. (3) Given the reactants Br[C:2]1[CH:23]=[CH:22][C:5]([C:6]([NH:8][S:9]([C:12]2[CH:17]=[CH:16][CH:15]=[CH:14][C:13]=2[S:18](=[O:21])(=[O:20])[NH2:19])(=[O:11])=[O:10])=[O:7])=[CH:4][CH:3]=1.[C:24]([CH:26]1[CH2:30][CH2:29][CH2:28][CH2:27]1)#[CH:25].C(NC(C)C)(C)C, predict the reaction product. The product is: [CH:26]1([C:24]#[C:25][C:2]2[CH:23]=[CH:22][C:5]([C:6]([NH:8][S:9]([C:12]3[CH:17]=[CH:16][CH:15]=[CH:14][C:13]=3[S:18](=[O:21])(=[O:20])[NH2:19])(=[O:11])=[O:10])=[O:7])=[CH:4][CH:3]=2)[CH2:30][CH2:29][CH2:28][CH2:27]1. (4) Given the reactants C([N:8]1[C:17]2[C:12](=[C:13]([C:18]3[CH:23]=[CH:22][C:21]([CH3:24])=[CH:20][C:19]=3[CH3:25])[CH:14]=[CH:15][CH:16]=2)[C:11](=[O:26])[C:10]([CH3:27])=[N:9]1)C1C=CC=CC=1.[H][H], predict the reaction product. The product is: [CH3:25][C:19]1[CH:20]=[C:21]([CH3:24])[CH:22]=[CH:23][C:18]=1[C:13]1[CH:14]=[CH:15][CH:16]=[C:17]2[C:12]=1[C:11](=[O:26])[C:10]([CH3:27])=[N:9][NH:8]2.